Task: Predict the product of the given reaction.. Dataset: Forward reaction prediction with 1.9M reactions from USPTO patents (1976-2016) (1) Given the reactants FC(F)(F)C(O)=O.[NH2:8][C:9]1[C:14]([C:15]([C:17]2[CH:22]=[C:21]([F:23])[CH:20]=[CH:19][C:18]=2[O:24][CH3:25])=[O:16])=[CH:13][N:12]=[C:11]([NH:26][CH:27]2[CH2:32][CH2:31][NH:30][CH2:29][CH2:28]2)[N:10]=1.[N:33]1([CH2:39][C:40](O)=[O:41])[CH2:38][CH2:37][O:36][CH2:35][CH2:34]1, predict the reaction product. The product is: [NH2:8][C:9]1[C:14]([C:15](=[O:16])[C:17]2[CH:22]=[C:21]([F:23])[CH:20]=[CH:19][C:18]=2[O:24][CH3:25])=[CH:13][N:12]=[C:11]([NH:26][CH:27]2[CH2:28][CH2:29][N:30]([C:40](=[O:41])[CH2:39][N:33]3[CH2:38][CH2:37][O:36][CH2:35][CH2:34]3)[CH2:31][CH2:32]2)[N:10]=1. (2) Given the reactants [S:1]1[CH2:5][C:4](=[O:6])[NH:3][C:2]1=[O:7].C([N-]C(C)C)(C)C.[Li+].C1COCC1.CCCCCCC.C(C1C=CC=CC=1)C.Br[CH2:37][C:38]1[C:43]2[S:44][CH:45]=[CH:46][C:42]=2[C:41]([O:47][CH2:48][CH2:49][C:50]2[N:51]=[C:52]([C:56]3[CH:61]=[CH:60][CH:59]=[CH:58][CH:57]=3)[O:53][C:54]=2[CH3:55])=[CH:40][CH:39]=1.Cl, predict the reaction product. The product is: [CH3:55][C:54]1[O:53][C:52]([C:56]2[CH:57]=[CH:58][CH:59]=[CH:60][CH:61]=2)=[N:51][C:50]=1[CH2:49][CH2:48][O:47][C:41]1[C:42]2[CH:46]=[CH:45][S:44][C:43]=2[C:38]([CH2:37][CH:5]2[S:1][C:2](=[O:7])[NH:3][C:4]2=[O:6])=[CH:39][CH:40]=1. (3) Given the reactants [OH:1][C:2]1[C:3]([CH3:17])=[C:4]2[C:9](=[C:10]([CH3:13])[C:11]=1[CH3:12])[O:8][C:7]([CH3:15])([CH3:14])[C:6](=O)[CH2:5]2.[CH3:18][O:19][NH2:20], predict the reaction product. The product is: [CH3:18][O:19][N:20]=[C:6]1[CH2:5][C:4]2[C:9](=[C:10]([CH3:13])[C:11]([CH3:12])=[C:2]([OH:1])[C:3]=2[CH3:17])[O:8][C:7]1([CH3:15])[CH3:14]. (4) Given the reactants [F:1][C:2]1[CH:3]=[C:4]([NH:9][C:10]2[CH:11]=[N:12][CH:13]=[CH:14][CH:15]=2)[C:5]([NH2:8])=[CH:6][CH:7]=1.[C:16]([O:20][C:21]([NH:23][C@@H:24]([CH2:28][CH3:29])[C:25](O)=[O:26])=[O:22])([CH3:19])([CH3:18])[CH3:17].C1C=NC2N(O)N=NC=2C=1.Cl.CN(C)CCCN=C=NCC, predict the reaction product. The product is: [C:16]([O:20][C:21](=[O:22])[NH:23][C@H:24]([C:25](=[O:26])[NH:8][C:5]1[CH:6]=[CH:7][C:2]([F:1])=[CH:3][C:4]=1[NH:9][C:10]1[CH:11]=[N:12][CH:13]=[CH:14][CH:15]=1)[CH2:28][CH3:29])([CH3:17])([CH3:18])[CH3:19].